From a dataset of Full USPTO retrosynthesis dataset with 1.9M reactions from patents (1976-2016). Predict the reactants needed to synthesize the given product. Given the product [Br:32][CH2:25][C:20]1[CH:21]=[C:22]2[C:17](=[CH:18][CH:19]=1)[C:14]1=[N:15][O:16][C:12]([C:9]3[C:8]([C:27]([F:28])([F:29])[F:30])=[C:7]([C:1]4[CH:6]=[CH:5][CH:4]=[CH:3][CH:2]=4)[O:11][N:10]=3)=[C:13]1[CH2:24][CH2:23]2, predict the reactants needed to synthesize it. The reactants are: [C:1]1([C:7]2[O:11][N:10]=[C:9]([C:12]3[O:16][N:15]=[C:14]4[C:17]5[C:22]([CH2:23][CH2:24][C:13]=34)=[CH:21][C:20]([CH2:25]O)=[CH:19][CH:18]=5)[C:8]=2[C:27]([F:30])([F:29])[F:28])[CH:6]=[CH:5][CH:4]=[CH:3][CH:2]=1.P(Br)(Br)[Br:32].